The task is: Predict the product of the given reaction.. This data is from Forward reaction prediction with 1.9M reactions from USPTO patents (1976-2016). (1) The product is: [Cl:7][C:8]1[C:17]2[C:12](=[CH:13][CH:14]=[CH:15][CH:16]=2)[C:11](=[O:18])[N:10]([CH:20]([CH3:22])[CH3:21])[N:9]=1. Given the reactants C(=O)([O-])[O-].[K+].[K+].[Cl:7][C:8]1[C:17]2[C:12](=[CH:13][CH:14]=[CH:15][CH:16]=2)[C:11](=[O:18])[NH:10][N:9]=1.Br[CH:20]([CH3:22])[CH3:21], predict the reaction product. (2) Given the reactants [F:1][C:2]([F:22])([F:21])[O:3][C:4]1[CH:9]=[CH:8][C:7]([N:10]2[CH2:15][CH2:14][N:13]([CH3:16])[CH2:12][CH2:11]2)=[CH:6][C:5]=1[NH:17]C(=O)C.[ClH:23], predict the reaction product. The product is: [ClH:23].[ClH:23].[ClH:23].[F:22][C:2]([F:1])([F:21])[O:3][C:4]1[CH:9]=[CH:8][C:7]([N:10]2[CH2:15][CH2:14][N:13]([CH3:16])[CH2:12][CH2:11]2)=[CH:6][C:5]=1[NH2:17]. (3) Given the reactants I[C:2]1[CH:7]=[C:6]([NH:8][C:9](=[O:15])[O:10][C:11]([CH3:14])([CH3:13])[CH3:12])[CH:5]=[CH:4][N:3]=1.C(N(CC)CC)C.[C:23]([C:25]1[CH:26]=[C:27]([CH:29]=[CH:30][CH:31]=1)[NH2:28])#[CH:24], predict the reaction product. The product is: [NH2:28][C:27]1[CH:26]=[C:25]([C:23]#[C:24][C:2]2[CH:7]=[C:6]([NH:8][C:9](=[O:15])[O:10][C:11]([CH3:14])([CH3:13])[CH3:12])[CH:5]=[CH:4][N:3]=2)[CH:31]=[CH:30][CH:29]=1. (4) The product is: [Cl:28][C:25]1[CH:26]=[CH:27][C:22]([CH:20]([OH:21])[C:4]2[CH:3]=[C:2]([C:31]3[CH:36]=[CH:35][N:34]=[C:33]([NH:37][C:38](=[O:40])[CH3:39])[CH:32]=3)[S:6][C:5]=2[C:7]2[N:11]=[CH:10][N:9]([CH2:12][O:13][CH2:14][CH2:15][Si:16]([CH3:19])([CH3:18])[CH3:17])[N:8]=2)=[CH:23][CH:24]=1. Given the reactants Br[C:2]1[S:6][C:5]([C:7]2[N:11]=[CH:10][N:9]([CH2:12][O:13][CH2:14][CH2:15][Si:16]([CH3:19])([CH3:18])[CH3:17])[N:8]=2)=[C:4]([CH:20]([C:22]2[CH:27]=[CH:26][C:25]([Cl:28])=[CH:24][CH:23]=2)[OH:21])[CH:3]=1.C[Sn](C)(C)[C:31]1[CH:36]=[CH:35][N:34]=[C:33]([NH:37][C:38](=[O:40])[CH3:39])[CH:32]=1.[Cl-].[Li+], predict the reaction product. (5) Given the reactants Br[C:2]1[CH:7]=[CH:6][C:5]([C@@H:8]([N:10]2[CH2:15][CH2:14][C@@:13]([C:20]3[CH:25]=[CH:24][C:23]([F:26])=[CH:22][CH:21]=3)([CH2:16][CH2:17][CH2:18][OH:19])[O:12][C:11]2=[O:27])[CH3:9])=[CH:4][CH:3]=1.[CH3:28][C:29]1[N:34]=[C:33](B(O)O)[CH:32]=[CH:31][CH:30]=1, predict the reaction product. The product is: [F:26][C:23]1[CH:24]=[CH:25][C:20]([C@:13]2([CH2:16][CH2:17][CH2:18][OH:19])[O:12][C:11](=[O:27])[N:10]([C@H:8]([C:5]3[CH:6]=[CH:7][C:2]([C:33]4[CH:32]=[CH:31][CH:30]=[C:29]([CH3:28])[N:34]=4)=[CH:3][CH:4]=3)[CH3:9])[CH2:15][CH2:14]2)=[CH:21][CH:22]=1. (6) Given the reactants C(OC([NH:8][C@H:9]([CH2:23][C:24]1[CH:29]=[C:28]([F:30])[C:27]([F:31])=[CH:26][C:25]=1[F:32])[CH2:10][C:11]([N:13]1[CH2:19][CH2:18][C@@H:17]([CH3:20])[NH:16][C:15](=[O:21])[C@H:14]1[CH3:22])=[O:12])=O)(C)(C)C.[ClH:33], predict the reaction product. The product is: [ClH:33].[NH2:8][C@H:9]([CH2:23][C:24]1[CH:29]=[C:28]([F:30])[C:27]([F:31])=[CH:26][C:25]=1[F:32])[CH2:10][C:11]([N:13]1[CH2:19][CH2:18][C@@H:17]([CH3:20])[NH:16][C:15](=[O:21])[C@H:14]1[CH3:22])=[O:12]. (7) Given the reactants [H-].[Na+].IC.[F:5][C:6]1[CH:7]=[C:8]([C@@H:14]2[CH2:23][C@H:22]([OH:24])[CH2:21][C@@H:20]3[N:15]2[C:16](=[O:40])/[C:17](=[CH:25]/[C:26]2[CH:31]=[CH:30][C:29]([N:32]4[CH:36]=[C:35]([CH3:37])[N:34]=[CH:33]4)=[C:28]([O:38][CH3:39])[CH:27]=2)/[CH2:18][CH2:19]3)[CH:9]=[C:10]([F:13])[C:11]=1[F:12].Br[CH2:42]CCC(N1C=CC(=O)CC1C1C=C(F)C(F)=C(F)C=1)=O, predict the reaction product. The product is: [CH3:42][O:24][C@@H:22]1[CH2:21][C@@H:20]2[N:15]([C:16](=[O:40])/[C:17](=[CH:25]/[C:26]3[CH:31]=[CH:30][C:29]([N:32]4[CH:36]=[C:35]([CH3:37])[N:34]=[CH:33]4)=[C:28]([O:38][CH3:39])[CH:27]=3)/[CH2:18][CH2:19]2)[C@H:14]([C:8]2[CH:7]=[C:6]([F:5])[C:11]([F:12])=[C:10]([F:13])[CH:9]=2)[CH2:23]1.